Dataset: Full USPTO retrosynthesis dataset with 1.9M reactions from patents (1976-2016). Task: Predict the reactants needed to synthesize the given product. (1) The reactants are: C[O:2][C:3]([C:5]1[C:6](=[O:22])[NH:7][C:8]2[C:13]([CH:14]=1)=[CH:12][C:11]([O:15][CH2:16][CH2:17][O:18][CH3:19])=[C:10]([O:20][CH3:21])[CH:9]=2)=[O:4].[OH-].[Na+].O. Given the product [CH3:21][O:20][C:10]1[CH:9]=[C:8]2[C:13]([CH:14]=[C:5]([C:3]([OH:4])=[O:2])[C:6](=[O:22])[NH:7]2)=[CH:12][C:11]=1[O:15][CH2:16][CH2:17][O:18][CH3:19], predict the reactants needed to synthesize it. (2) Given the product [CH:1]1([CH:4]([C:23]2[CH:28]=[CH:27][C:26]([C:38]3[CH:39]=[CH:40][C:41](=[O:45])[N:42]([CH3:44])[CH:43]=3)=[CH:25][CH:24]=2)[N:5]2[CH2:10][CH2:9][C:8]([CH2:17][C:18]([OH:21])([CH3:19])[CH3:20])([C:11]3[CH:16]=[CH:15][CH:14]=[CH:13][CH:12]=3)[O:7][C:6]2=[O:22])[CH2:3][CH2:2]1, predict the reactants needed to synthesize it. The reactants are: [CH:1]1([CH:4]([C:23]2[CH:28]=[CH:27][C:26](C3C=CN(C)C(=O)C=3)=[CH:25][CH:24]=2)[N:5]2[CH2:10][CH2:9][C:8]([CH2:17][C:18]([OH:21])([CH3:20])[CH3:19])([C:11]3[CH:16]=[CH:15][CH:14]=[CH:13][CH:12]=3)[O:7][C:6]2=[O:22])[CH2:3][CH2:2]1.Br[C:38]1[CH:39]=[CH:40][C:41](=[O:45])[N:42]([CH3:44])[CH:43]=1.